Dataset: Reaction yield outcomes from USPTO patents with 853,638 reactions. Task: Predict the reaction yield, written as a fraction of the theoretical maximum amount of product (1.0 means a 100% yield; for example, 0.34 means a 34% yield). (1) The reactants are [Cl:1][CH2:2][C:3]1[CH:4]=[C:5]([C:9](=O)[CH3:10])[CH:6]=[CH:7][CH:8]=1.[NH2:12][C:13]1[S:14]/[C:15](=[CH:19]\[C:20]2[CH:25]=[C:24]([O:26][CH3:27])[C:23]([OH:28])=[C:22]([Cl:29])[CH:21]=2)/[C:16](=[O:18])[N:17]=1. No catalyst specified. The product is [Cl:29][C:22]1[CH:21]=[C:20](/[CH:19]=[C:15]2/[C:16](=[O:18])[N:17]3[CH:10]=[C:9]([C:5]4[CH:6]=[CH:7][CH:8]=[C:3]([CH2:2][Cl:1])[CH:4]=4)[N:12]=[C:13]3[S:14]/2)[CH:25]=[C:24]([O:26][CH3:27])[C:23]=1[OH:28]. The yield is 0.170. (2) The reactants are [H-].[H-].[H-].[H-].[Li+].[Al+3].[NH2:7][C:8]1([C:16]2[CH:21]=[CH:20][CH:19]=[C:18]([Cl:22])[CH:17]=2)[CH2:13][N:12]([CH3:14])[C:11](=O)[CH2:10][CH2:9]1. The catalyst is C1COCC1. The product is [Cl:22][C:18]1[CH:17]=[C:16]([C:8]2([NH2:7])[CH2:9][CH2:10][CH2:11][N:12]([CH3:14])[CH2:13]2)[CH:21]=[CH:20][CH:19]=1. The yield is 0.860.